Task: Predict the product of the given reaction.. Dataset: Forward reaction prediction with 1.9M reactions from USPTO patents (1976-2016) Given the reactants Cl[C:2]1[N:11]=[C:10]([N:12]2[CH2:17][CH2:16][O:15][CH2:14][CH2:13]2)[C:9]2[C:4](=[C:5]3[CH:20]=[CH:19][N:18]([CH2:21][CH2:22][N:23]([CH3:25])[CH3:24])[C:6]3=[CH:7][CH:8]=2)[N:3]=1.[CH2:26]([O:33][C:34]1[CH:35]=[C:36](B(O)O)[CH:37]=[CH:38][CH:39]=1)[C:27]1[CH:32]=[CH:31][CH:30]=[CH:29][CH:28]=1, predict the reaction product. The product is: [CH2:26]([O:33][C:34]1[CH:39]=[C:38]([C:2]2[N:11]=[C:10]([N:12]3[CH2:17][CH2:16][O:15][CH2:14][CH2:13]3)[C:9]3[C:4](=[C:5]4[CH:20]=[CH:19][N:18]([CH2:21][CH2:22][N:23]([CH3:25])[CH3:24])[C:6]4=[CH:7][CH:8]=3)[N:3]=2)[CH:37]=[CH:36][CH:35]=1)[C:27]1[CH:32]=[CH:31][CH:30]=[CH:29][CH:28]=1.